Dataset: TCR-epitope binding with 47,182 pairs between 192 epitopes and 23,139 TCRs. Task: Binary Classification. Given a T-cell receptor sequence (or CDR3 region) and an epitope sequence, predict whether binding occurs between them. (1) The epitope is YLQPRTFLL. The TCR CDR3 sequence is CSARDSKGNGWNTGELFF. Result: 1 (the TCR binds to the epitope). (2) The epitope is IPSINVHHY. The TCR CDR3 sequence is CASSATWTSGPRTDTQYF. Result: 0 (the TCR does not bind to the epitope). (3) The epitope is PROT_97E67BCC. The TCR CDR3 sequence is CASSRLAGGTDEQFF. Result: 1 (the TCR binds to the epitope). (4) The epitope is RQLLFVVEV. The TCR CDR3 sequence is CASSFPNLGQYF. Result: 1 (the TCR binds to the epitope). (5) The epitope is HPKVSSEVHI. The TCR CDR3 sequence is CASSLGGEGGTDTQYF. Result: 0 (the TCR does not bind to the epitope). (6) The epitope is VTIAEILLI. The TCR CDR3 sequence is CASSDSGEAKNIQYF. Result: 1 (the TCR binds to the epitope).